Task: Predict the product of the given reaction.. Dataset: Forward reaction prediction with 1.9M reactions from USPTO patents (1976-2016) (1) Given the reactants [OH-].[K+].[F:3][C:4]1[C:21]([NH:22][S:23]([CH2:26][CH2:27][CH3:28])(=[O:25])=[O:24])=[CH:20][CH:19]=[C:18]([F:29])[C:5]=1[C:6]([NH:8][C:9]1[CH:10]=[C:11]2[CH:17]=[CH:16][NH:15][C:12]2=[N:13][CH:14]=1)=[O:7].[Cl:30][C:31]1[CH:38]=[CH:37][C:34]([CH:35]=[O:36])=[CH:33][CH:32]=1, predict the reaction product. The product is: [Cl:30][C:31]1[CH:38]=[CH:37][C:34]([CH:35]([OH:36])[C:17]2[C:11]3[C:12](=[N:13][CH:14]=[C:9]([NH:8][C:6](=[O:7])[C:5]4[C:18]([F:29])=[CH:19][CH:20]=[C:21]([NH:22][S:23]([CH2:26][CH2:27][CH3:28])(=[O:25])=[O:24])[C:4]=4[F:3])[CH:10]=3)[NH:15][CH:16]=2)=[CH:33][CH:32]=1. (2) Given the reactants [Cl-].[CH3:2][NH+:3]1[CH2:8][CH2:7][N:6]([C:9]([O:11][C:12](Cl)(Cl)Cl)=[O:10])[CH2:5][CH2:4]1.[CH3:16][N:17]([CH3:45])[CH2:18][CH2:19][CH2:20][N:21]1[C:29]2[C:24](=[CH:25][C:26]([O:30][CH3:31])=[CH:27][CH:28]=2)[C:23](/[CH:32]=[C:33]2\[O:34][C:35]3[CH:42]=[C:41]([OH:43])[CH:40]=C(O)[C:36]=3[C:37]\2=[O:38])=[CH:22]1.C(Cl)Cl, predict the reaction product. The product is: [CH3:2][N:3]1[CH2:8][CH2:7][N:6]([C:9]([O:11][C:12]2[C:36]3[C:37](=[O:38])/[C:33](=[CH:32]/[C:23]4[C:24]5[C:29](=[CH:28][CH:27]=[C:26]([O:30][CH3:31])[CH:25]=5)[N:21]([CH2:20][CH2:19][CH2:18][N:17]([CH3:16])[CH3:45])[CH:22]=4)/[O:34][C:35]=3[CH:42]=[C:41]([O:43][C:9]([N:6]3[CH2:7][CH2:8][N:3]([CH3:2])[CH2:4][CH2:5]3)=[O:10])[CH:40]=2)=[O:10])[CH2:5][CH2:4]1. (3) Given the reactants [Br:1][C:2]1[CH:3]=[C:4]([N:11]2[C:15]3=[N:16][CH:17]=[CH:18][CH:19]=[C:14]3[C:13]([C:20]([O:22][CH3:23])=[O:21])=[N:12]2)[CH:5]=[C:6]([C:8](=O)[NH2:9])[CH:7]=1.[OH-].C([N+](CC)(CC)S(NC(=O)OC)(=O)=O)C, predict the reaction product. The product is: [Br:1][C:2]1[CH:3]=[C:4]([N:11]2[C:15]3=[N:16][CH:17]=[CH:18][CH:19]=[C:14]3[C:13]([C:20]([O:22][CH3:23])=[O:21])=[N:12]2)[CH:5]=[C:6]([C:8]#[N:9])[CH:7]=1. (4) Given the reactants [N:1]12[CH2:8][CH2:7][CH:4]([CH2:5][CH2:6]1)[CH:3]([O:9][C:10](=[O:19])[NH:11][C:12]1[CH:17]=[CH:16][CH:15]=[CH:14][C:13]=1Br)[CH2:2]2.[C:20]1(B(O)O)[CH:25]=[CH:24][CH:23]=[CH:22][CH:21]=1, predict the reaction product. The product is: [C:13]1([C:20]2[CH:25]=[CH:24][CH:23]=[CH:22][CH:21]=2)[CH:14]=[CH:15][CH:16]=[CH:17][C:12]=1[NH:11][C:10](=[O:19])[O:9][CH:3]1[CH:4]2[CH2:7][CH2:8][N:1]([CH2:6][CH2:5]2)[CH2:2]1. (5) Given the reactants [C:1]([C:5]1[CH:6]=[CH:7][C:8]2[CH2:9][C:10]3[C:15]([C:16]=2[CH:17]=1)=[CH:14][C:13]([C:18]([CH3:21])([CH3:20])[CH3:19])=[CH:12][CH:11]=3)([CH3:4])([CH3:3])[CH3:2].CCCCCC.C([Li])CCC.[C:33]([C:37]1[CH:38]=[CH:39][C:40](=[C:42]([CH3:44])[CH3:43])[CH:41]=1)([CH3:36])([CH3:35])[CH3:34], predict the reaction product. The product is: [C:33]([C:37]1[CH:38]=[CH:39][CH:40]([C:42]([C:11]2[C:10]3[CH2:9][C:8]4[C:16](=[CH:17][C:5]([C:1]([CH3:4])([CH3:3])[CH3:2])=[CH:6][CH:7]=4)[C:15]=3[CH:14]=[C:13]([C:18]([CH3:21])([CH3:20])[CH3:19])[CH:12]=2)([CH3:44])[CH3:43])[CH:41]=1)([CH3:36])([CH3:35])[CH3:34]. (6) Given the reactants C1CCC(N=C=NC2CCCCC2)CC1.Cl.[CH3:17][O:18][C:19]1[CH:24]=[CH:23][CH:22]=[CH:21][C:20]=1[NH:25][CH:26]([C:30]1[CH:35]=[CH:34][CH:33]=[CH:32][CH:31]=1)[C:27]([OH:29])=[O:28].C1C=CC2N(O)N=NC=2C=1.[N:46]12[CH2:53][CH2:52][CH:49]([CH2:50][CH2:51]1)[C@@H:48](O)[CH2:47]2, predict the reaction product. The product is: [N:46]12[CH2:53][CH2:52][CH:49]([CH2:50][CH2:51]1)[C@@H:48]([O:28][C:27](=[O:29])[CH:26]([NH:25][C:20]1[CH:21]=[CH:22][CH:23]=[CH:24][C:19]=1[O:18][CH3:17])[C:30]1[CH:35]=[CH:34][CH:33]=[CH:32][CH:31]=1)[CH2:47]2.